Dataset: Full USPTO retrosynthesis dataset with 1.9M reactions from patents (1976-2016). Task: Predict the reactants needed to synthesize the given product. (1) Given the product [NH2:5][CH:6]([C:11]1[CH:16]=[CH:15][CH:14]=[C:13]([Cl:17])[CH:12]=1)[CH2:7][C:8]([O:10][CH3:18])=[O:9], predict the reactants needed to synthesize it. The reactants are: S(Cl)(Cl)=O.[NH2:5][CH:6]([C:11]1[CH:16]=[CH:15][CH:14]=[C:13]([Cl:17])[CH:12]=1)[CH2:7][C:8]([OH:10])=[O:9].[CH3:18]O. (2) Given the product [Br:13][C:14]1[S:15][C:16]([CH:22]=[O:23])=[CH:17][C:18]=1[CH3:19], predict the reactants needed to synthesize it. The reactants are: CC(NC(C)C)C.C([Li])CCC.[Br:13][C:14]1[S:15][CH:16]=[CH:17][C:18]=1[CH3:19].CN(C)[CH:22]=[O:23]. (3) Given the product [NH2:1][C:2]1[N:7]=[CH:6][C:5]([C:8]2[C:9]3[CH2:18][CH2:17][N:16]([C@@:19]4([CH3:31])[CH2:23][CH2:22][N:21]([C:24]([O:26][C:27]([CH3:30])([CH3:29])[CH3:28])=[O:25])[CH2:20]4)[C:10]=3[N:11]=[C:12]([S:14]([CH3:15])=[O:37])[N:13]=2)=[CH:4][N:3]=1, predict the reactants needed to synthesize it. The reactants are: [NH2:1][C:2]1[N:7]=[CH:6][C:5]([C:8]2[C:9]3[CH2:18][CH2:17][N:16]([C@@:19]4([CH3:31])[CH2:23][CH2:22][N:21]([C:24]([O:26][C:27]([CH3:30])([CH3:29])[CH3:28])=[O:25])[CH2:20]4)[C:10]=3[N:11]=[C:12]([S:14][CH3:15])[N:13]=2)=[CH:4][N:3]=1.ClC1C=C(C=CC=1)C(OO)=[O:37]. (4) Given the product [F:1][C:2]1[CH:7]=[C:6]([F:8])[CH:5]=[CH:4][C:3]=1[C:9]1[N:10]=[C:11]([C@H:26]2[CH2:31][CH2:30][C@H:29]([OH:32])[CH2:28][CH2:27]2)[S:12][C:13]=1[C:14]1[CH:15]=[CH:16][C:17]2[N:18]([C:20]([CH:23]([CH3:25])[CH3:24])=[N:21][N:22]=2)[N:19]=1, predict the reactants needed to synthesize it. The reactants are: [F:1][C:2]1[CH:7]=[C:6]([F:8])[CH:5]=[CH:4][C:3]=1[C:9]1[N:10]=[C:11]([CH:26]2[CH2:31][CH2:30][C:29](=[O:32])[CH2:28][CH2:27]2)[S:12][C:13]=1[C:14]1[CH:15]=[CH:16][C:17]2[N:18]([C:20]([CH:23]([CH3:25])[CH3:24])=[N:21][N:22]=2)[N:19]=1.[BH4-].[Na+].CC(C)=O. (5) Given the product [CH2:2]([N:9]1[CH2:14][CH2:13][C@@H:12]([CH3:15])[C@H:11]([NH:16][C:30](=[O:31])[O:29][C:26]([CH3:28])([CH3:27])[CH3:25])[CH2:10]1)[C:3]1[CH:4]=[CH:5][CH:6]=[CH:7][CH:8]=1, predict the reactants needed to synthesize it. The reactants are: Cl.[CH2:2]([N:9]1[CH2:14][CH2:13][C@@H:12]([CH3:15])[C@H:11]([NH:16]P(=O)(OCC)OCC)[CH2:10]1)[C:3]1[CH:8]=[CH:7][CH:6]=[CH:5][CH:4]=1.[CH3:25][C:26]([O:29][C:30](O[C:30]([O:29][C:26]([CH3:28])([CH3:27])[CH3:25])=[O:31])=[O:31])([CH3:28])[CH3:27].C(OCC)(=O)C. (6) Given the product [CH2:8]([O:10][CH2:41][CH2:42][N:44]([CH3:45])[CH2:46][CH2:47][O:48][C:49]1[CH:50]=[CH:6][C:5]([CH2:14][CH2:2][CH2:1][NH:3][C:4]2[CH:9]=[C:8]([O:10][CH3:11])[C:7]([O:12][CH3:13])=[CH:6][C:5]=2[C@@H:14]2[CH2:23][CH2:22][C:21]3[CH:20]=[C:19]([OH:24])[CH:18]=[CH:17][C:16]=3[CH2:15]2)=[CH:4][CH:9]=1)[CH3:7], predict the reactants needed to synthesize it. The reactants are: [CH2:1]([N:3](C(=O)C1C=CC(O)=CC=1)[C:4]1[CH:9]=[C:8]([O:10][CH3:11])[C:7]([O:12][CH3:13])=[CH:6][C:5]=1[C@@H:14]1[CH2:23][CH2:22][C:21]2[CH:20]=[C:19]([O:24]C(=O)C(C)(C)C)[CH:18]=[CH:17][C:16]=2[CH2:15]1)[CH3:2].Cl[CH2:41][C:42]([N:44]([CH2:46][CH2:47][O:48][CH2:49][CH3:50])[CH3:45])=O. (7) Given the product [Cl:1][C:2]1[CH:8]=[C:7]([O:9][C:10]2[C:19]3[C:14](=[CH:15][C:16]([O:22][CH3:23])=[C:17]([O:20][CH3:21])[CH:18]=3)[N:13]=[CH:12][CH:11]=2)[CH:6]=[CH:5][C:3]=1[NH:4][C:35]([NH:48][CH2:47][CH2:46][N:45]([CH2:43][CH3:44])[C:49]1[CH:54]=[CH:53][CH:52]=[C:51]([CH3:55])[CH:50]=1)=[O:41], predict the reactants needed to synthesize it. The reactants are: [Cl:1][C:2]1[CH:8]=[C:7]([O:9][C:10]2[C:19]3[C:14](=[CH:15][C:16]([O:22][CH3:23])=[C:17]([O:20][CH3:21])[CH:18]=3)[N:13]=[CH:12][CH:11]=2)[CH:6]=[CH:5][C:3]=1[NH2:4].C(N(CC)CC)C.ClC(Cl)(O[C:35](=[O:41])OC(Cl)(Cl)Cl)Cl.[CH2:43]([N:45]([C:49]1[CH:54]=[CH:53][CH:52]=[C:51]([CH3:55])[CH:50]=1)[CH2:46][CH2:47][NH2:48])[CH3:44]. (8) Given the product [C@H:25]1([O:26][C@H:55]2[C@@H:54]([OH:104])[C@H:53]([OH:105])[C@@H:14]([CH2:13][OH:12])[O:58][CH:56]2[OH:57])[O:18][C@H:17]([CH2:16][OH:15])[C@@H:19]([OH:20])[C@H:21]([OH:22])[C@@H:23]1[OH:24].[C@H:25]1([O:26][C@H:62]2[C@H:63]([OH:66])[C@@H:64]([CH2:59][O:58][C@H:56]3[O:57][C@H:52]([CH2:51][OH:106])[C@@H:53]([OH:105])[C@H:54]([OH:104])[C@@H:55]3[OH:103])[O:65][CH:14]([OH:27])[C@H:13]2[OH:12])[O:18][C@H:17]([CH2:16][OH:15])[C@@H:19]([OH:20])[C@H:21]([OH:22])[C@@H:23]1[OH:24], predict the reactants needed to synthesize it. The reactants are: NCCC[Si]([O:12][CH2:13][CH3:14])(OCC)OCC.[O:15]=[CH:16][C@H:17]([C@H:19]([C@@H:21]([C@@H:23]([CH2:25][OH:26])[OH:24])[OH:22])[OH:20])[OH:18].[O:27]=C[C@@H]([C@H]([C@@H]([C@@H](CO)O)O)O)O.O=C[C@@H]([C@H]([C@H]([C@@H](CO)O)O)O)O.[CH2:51]([OH:106])[C@H:52]1[O:57][C@H:56]([O:58][C@H:59]2[C@H:64]([OH:65])[C@@H:63]([OH:66])[C@@H:62](O[C@H]3[C@H](O)[C@@H](O)[C@@H](O[C@H]4[C@H](O)[C@@H](O)[C@@H](O[C@H]5[C@H](O)[C@@H](O)[C@@H](O)O[C@@H]5CO)O[C@@H]4CO)O[C@@H]3CO)O[C@@H]2CO)[C@H:55]([OH:103])[C@@H:54]([OH:104])[C@@H:53]1[OH:105].C1C2C(=O)C3C(=CC=CC=3)CC=2C=CC=1.C1C(N=C=S)=CC2C(OC3(C4C=CC(O)=CC=4OC4C=C(O)C=CC3=4)C=2C=1)=O.[Si](OCC)(OCC)(OCC)OCC.NCC(O)=O.